This data is from Reaction yield outcomes from USPTO patents with 853,638 reactions. The task is: Predict the reaction yield, written as a fraction of the theoretical maximum amount of product (1.0 means a 100% yield; for example, 0.34 means a 34% yield). (1) The reactants are [H-].[Na+].[Br:3][C:4]1[CH:5]=[CH:6][C:7]([O:13][CH2:14][CH2:15]Br)=[C:8]([C:10](=[O:12])[CH3:11])[CH:9]=1. The catalyst is C1COCC1. The product is [Br:3][C:4]1[CH:5]=[CH:6][C:7]2[O:13][CH2:14][CH2:15][CH2:11][C:10](=[O:12])[C:8]=2[CH:9]=1. The yield is 0.700. (2) The reactants are [CH:1]([C:3]1[CH:8]=[CH:7][N:6]=[C:5]([CH2:9][O:10][C:11]([C@@H:13]2[CH2:18][CH2:17][CH2:16][N:15]([C:19](=[O:55])[C@@H:20]([NH:36][C:37](=[O:54])[C@@H:38]([NH:42][C:43](=[O:53])[C@H:44]([CH3:52])[C@H:45]([O:50][CH3:51])[CH2:46][CH2:47]C=C)[CH:39]([CH3:41])[CH3:40])[CH2:21][C:22]3[CH:27]=[CH:26][CH:25]=[C:24]([O:28][Si:29]([C:32]([CH3:35])([CH3:34])[CH3:33])([CH3:31])[CH3:30])[CH:23]=3)[NH:14]2)=[O:12])[CH:4]=1)=[CH2:2]. The catalyst is CC1C=C(C)C(N2C(=[Ru](Cl)(Cl)=CC3C=CC=CC=3OC(C)C)N(C3C(C)=CC(C)=CC=3C)CC2)=C(C)C=1.ClCCCl. The product is [C:32]([Si:29]([CH3:30])([CH3:31])[O:28][C:24]1[CH:23]=[C:22]([CH:27]=[CH:26][CH:25]=1)[CH2:21][C@H:20]1[C:19](=[O:55])[N:15]2[NH:14][C@@H:13]([CH2:18][CH2:17][CH2:16]2)[C:11](=[O:12])[O:10][CH2:9][C:5]2=[CH:4][C:3](=[CH:8][CH:7]=[N:6]2)[CH:1]=[CH:2][CH2:47][CH2:46][C@@H:45]([O:50][CH3:51])[C@@H:44]([CH3:52])[C:43](=[O:53])[NH:42][C@@H:38]([CH:39]([CH3:41])[CH3:40])[C:37](=[O:54])[NH:36]1)([CH3:35])([CH3:33])[CH3:34]. The yield is 0.610. (3) The reactants are [N+:1]([C:4]1[CH:5]=[C:6]2[C:10](=[CH:11][CH:12]=1)[NH:9][C:8](=[O:13])[CH2:7]2)([O-])=O. The catalyst is CO.[Pd]. The product is [NH2:1][C:4]1[CH:5]=[C:6]2[C:10](=[CH:11][CH:12]=1)[NH:9][C:8](=[O:13])[CH2:7]2. The yield is 0.600. (4) The reactants are [C:1]([NH:8][C@@H:9]([C:17]([OH:19])=O)[CH2:10][C:11]1[CH:12]=[N:13][CH:14]=[CH:15][CH:16]=1)([O:3][C:4]([CH3:7])([CH3:6])[CH3:5])=[O:2].Br.Br.[CH3:22][N:23]1[CH2:28][CH2:27][CH:26]([CH:29]2[CH2:34][CH2:33][NH:32][CH2:31][CH2:30]2)[CH2:25][CH2:24]1.CCOC(OC(OCC)=O)=O.C(N(CC)C(C)C)(C)C. The catalyst is ClCCl. The product is [C:1]([NH:8][C@@H:9]([C:17]([N:32]1[CH2:33][CH2:34][CH:29]([CH:26]2[CH2:25][CH2:24][N:23]([CH3:22])[CH2:28][CH2:27]2)[CH2:30][CH2:31]1)=[O:19])[CH2:10][C:11]1[CH:12]=[N:13][CH:14]=[CH:15][CH:16]=1)([O:3][C:4]([CH3:5])([CH3:6])[CH3:7])=[O:2]. The yield is 0.380. (5) The catalyst is C1COCC1. The reactants are [CH2:1]([N:8]1[CH2:12][C@@H:11]([C:13](OCC)=[O:14])[C@H:10]([C:18](OCC)=[O:19])[CH2:9]1)[C:2]1[CH:7]=[CH:6][CH:5]=[CH:4][CH:3]=1.[H-].[Al+3].[Li+].[H-].[H-].[H-].O.O.O.O.O.O.O.O.O.O.S([O-])([O-])(=O)=O.[Na+].[Na+].C(Cl)(Cl)Cl. The yield is 0.939. The product is [CH2:1]([N:8]1[CH2:12][C@@H:11]([CH2:13][OH:14])[C@H:10]([CH2:18][OH:19])[CH2:9]1)[C:2]1[CH:3]=[CH:4][CH:5]=[CH:6][CH:7]=1. (6) The reactants are [F:1][C@H:2]1[CH2:6][N:5](C(OC(C)(C)C)=O)[C@H:4]([C:14](=[O:34])[NH:15][CH2:16][C:17]2[C:22]([CH3:23])=[CH:21][N:20]=[C:19]([C:24]3[CH:25]=[N:26][C:27]([C:30]([F:33])([F:32])[F:31])=[N:28][CH:29]=3)[CH:18]=2)[CH2:3]1.[ClH:35]. The yield is 0.950. The product is [ClH:35].[F:1][C@H:2]1[CH2:6][NH:5][C@H:4]([C:14]([NH:15][CH2:16][C:17]2[C:22]([CH3:23])=[CH:21][N:20]=[C:19]([C:24]3[CH:29]=[N:28][C:27]([C:30]([F:33])([F:32])[F:31])=[N:26][CH:25]=3)[CH:18]=2)=[O:34])[CH2:3]1. The catalyst is O1CCOCC1. (7) The yield is 0.490. The reactants are [NH:1]([C:8]1[N:9]([C:21]2[CH:26]=[CH:25][CH:24]=[CH:23][CH:22]=2)[C:10]2[C:15]([C:16](=[O:18])[CH:17]=1)=[C:14](Cl)[N:13]=[C:12]([CH3:20])[CH:11]=2)[C:2]1[CH:7]=[CH:6][CH:5]=[CH:4][CH:3]=1.[SH:27][CH2:28][C:29]([O:31][CH2:32][CH3:33])=[O:30]. The catalyst is CCO. The product is [CH2:32]([O:31][C:29](=[O:30])[CH2:28][S:27][C:14]1[N:13]=[C:12]([CH3:20])[CH:11]=[C:10]2[C:15]=1[C:16](=[O:18])[CH:17]=[C:8]([NH:9][C:21]1[CH:26]=[CH:25][CH:24]=[CH:23][CH:22]=1)[N:1]2[C:2]1[CH:3]=[CH:4][CH:5]=[CH:6][CH:7]=1)[CH3:33]. (8) The reactants are [F:1][C:2]([F:36])([F:35])[C:3]1[CH:4]=[C:5]([C:13]([CH3:34])([CH3:33])[C:14]([N:16]([C:18]2[CH:19]=[N:20][C:21](Cl)=[CH:22][C:23]=2[C:24]2[CH:29]=[CH:28][C:27]([F:30])=[CH:26][C:25]=2[CH3:31])[CH3:17])=[O:15])[CH:6]=[C:7]([C:9]([F:12])([F:11])[F:10])[CH:8]=1.[NH:37]1[CH2:43][CH2:42][CH2:41][C@H:38]1[CH2:39][OH:40].C(=O)([O-])[O-].[K+].[K+]. The catalyst is CS(C)=O.O. The product is [F:1][C:2]([F:36])([F:35])[C:3]1[CH:4]=[C:5]([C:13]([CH3:34])([CH3:33])[C:14]([N:16]([C:18]2[CH:19]=[N:20][C:21]([N:37]3[CH2:43][CH2:42][CH2:41][C@H:38]3[CH2:39][OH:40])=[CH:22][C:23]=2[C:24]2[CH:29]=[CH:28][C:27]([F:30])=[CH:26][C:25]=2[CH3:31])[CH3:17])=[O:15])[CH:6]=[C:7]([C:9]([F:12])([F:11])[F:10])[CH:8]=1. The yield is 0.780.